This data is from Forward reaction prediction with 1.9M reactions from USPTO patents (1976-2016). The task is: Predict the product of the given reaction. (1) Given the reactants OC[C@@H]([C@H]([C@@H]([C@@H](CO)O)O)O)O.Cl.[CH2:14]([C:26]1[CH:31]=[CH:30][CH:29]=[CH:28][C:27]=1S(O)(=O)=O)[CH2:15][CH2:16]CCCCCCCCC.C(C1C=C2C(=CC=1)CCC2)=O.[OH-].[K+], predict the reaction product. The product is: [CH2:16]1[C:27]2[C:26](=[CH:31][CH:30]=[CH:29][CH:28]=2)[CH2:14][CH2:15]1. (2) Given the reactants [Cl:1][C:2]1[CH:3]=[CH:4][C:5]([O:23][CH2:24][C:25]([O:27]C(C)(C)C)=[O:26])=[C:6]([C:8]2[CH:13]=[CH:12][C:11]([S:14]([C:17]3[CH:22]=[CH:21][CH:20]=[CH:19][CH:18]=3)(=[O:16])=[O:15])=[CH:10][CH:9]=2)[CH:7]=1, predict the reaction product. The product is: [Cl:1][C:2]1[CH:3]=[CH:4][C:5]([O:23][CH2:24][C:25]([OH:27])=[O:26])=[C:6]([C:8]2[CH:9]=[CH:10][C:11]([S:14]([C:17]3[CH:22]=[CH:21][CH:20]=[CH:19][CH:18]=3)(=[O:15])=[O:16])=[CH:12][CH:13]=2)[CH:7]=1.